From a dataset of Forward reaction prediction with 1.9M reactions from USPTO patents (1976-2016). Predict the product of the given reaction. (1) Given the reactants C(Cl)(=O)C(Cl)=O.CN(C)C=O.[Br:12][C:13]1[C:18]([C:19]([F:22])([F:21])[F:20])=[CH:17][CH:16]=[CH:15][C:14]=1[CH2:23][CH2:24][C:25]([OH:27])=O, predict the reaction product. The product is: [Br:12][C:13]1[C:18]([C:19]([F:20])([F:21])[F:22])=[CH:17][CH:16]=[C:15]2[C:14]=1[CH2:23][CH2:24][C:25]2=[O:27]. (2) Given the reactants [N:1]1[CH:6]=[CH:5][CH:4]=[C:3]([O:7][C:8]2[CH:15]=[CH:14][C:11]([C:12]#[N:13])=[CH:10][CH:9]=2)[CH:2]=1.[NH2:16][OH:17], predict the reaction product. The product is: [OH:17]/[N:16]=[C:12](\[NH2:13])/[C:11]1[CH:10]=[CH:9][C:8]([O:7][C:3]2[CH:2]=[N:1][CH:6]=[CH:5][CH:4]=2)=[CH:15][CH:14]=1. (3) Given the reactants [CH3:1][C:2]1([CH3:26])[C:10]2[C:5](=[CH:6][C:7]([N+:22]([O-])=O)=[C:8]([NH:11][C:12](=O)[C:13]3[CH:18]=[CH:17][C:16]([O:19][CH3:20])=[CH:15][CH:14]=3)[CH:9]=2)[NH:4][C:3]1=[O:25].[CH2:27](Br)[CH:28]=[CH2:29].C([O-])([O-])=O.[K+].[K+], predict the reaction product. The product is: [CH2:29]([N:4]1[C:5]2[CH:6]=[C:7]3[N:22]=[C:12]([C:13]4[CH:18]=[CH:17][C:16]([O:19][CH3:20])=[CH:15][CH:14]=4)[NH:11][C:8]3=[CH:9][C:10]=2[C:2]([CH3:26])([CH3:1])[C:3]1=[O:25])[CH:28]=[CH2:27]. (4) Given the reactants [CH3:1][C:2]1[N:7]=[C:6]([C:8]#[N:9])[CH:5]=[CH:4][CH:3]=1.[CH3:10][N:11]([CH:13]=O)[CH3:12], predict the reaction product. The product is: [CH3:10][N:11]([CH3:13])/[CH:12]=[CH:1]/[C:2]1[N:7]=[C:6]([C:8]#[N:9])[CH:5]=[CH:4][CH:3]=1. (5) Given the reactants [Br:1][C:2]1[CH:11]=[C:10]2[C:5]([CH2:6][CH2:7][CH2:8][C:9]32[C:15](=[O:16])[N:14]([CH3:17])[C:13](=O)[NH:12]3)=[CH:4][CH:3]=1.COC1C=CC(P2(SP(C3C=CC(OC)=CC=3)(=S)S2)=[S:28])=CC=1, predict the reaction product. The product is: [Br:1][C:2]1[CH:11]=[C:10]2[C:5]([CH2:6][CH2:7][CH2:8][C:9]32[C:15](=[O:16])[N:14]([CH3:17])[C:13](=[S:28])[NH:12]3)=[CH:4][CH:3]=1. (6) The product is: [C:1]([O:5][C@@H:6]([C:11]1[C:40]([CH3:41])=[CH:39][C:38]2=[N:42][C:35]3=[CH:36][N:37]2[C:12]=1[N:13]1[CH2:48][CH2:47][C:16]([CH3:49])([O:17][CH2:18][CH2:19][CH2:20][CH2:21][C@H:22]([CH3:46])[O:23][C:24]2[CH:25]=[C:26]([CH3:45])[CH:27]=[C:28]([F:44])[C:29]=2[C:30]2[CH:43]=[C:34]3[CH:33]=[CH:32][CH:31]=2)[CH2:15][CH2:14]1)[C:7]([O:9][CH3:10])=[O:8])([CH3:4])([CH3:2])[CH3:3]. Given the reactants [C:1]([O:5][C@@H:6]([C:11]1[C:40]([CH3:41])=[CH:39][C:38]2=[N:42][C:35]3=[CH:36][N:37]2[C:12]=1[N:13]1[CH2:48][CH2:47][C:16]([CH3:49])([O:17][CH2:18][CH:19]=[CH:20][CH2:21][C@H:22]([CH3:46])[O:23][C:24]2[CH:25]=[C:26]([CH3:45])[CH:27]=[C:28]([F:44])[C:29]=2[C:30]2[CH:43]=[C:34]3[CH:33]=[CH:32][CH:31]=2)[CH2:15][CH2:14]1)[C:7]([O:9][CH3:10])=[O:8])([CH3:4])([CH3:3])[CH3:2].C(O[C@@H](C1C(C)=CC2=NC3=CN2C=1N1CCC(C)(OCCCC[C@H](C)OC2C=C(F)C=CC=2C2C=C3C=CC=2)CC1)C(OC)=O)(C)(C)C, predict the reaction product. (7) Given the reactants [NH:1]1[CH2:6][CH2:5][NH:4][CH2:3][C:2]1=[O:7].C(N(CC)CC)C.[Cl:15][C:16]1[CH:24]=[C:23]([F:25])[CH:22]=[CH:21][C:17]=1[C:18](Cl)=[O:19], predict the reaction product. The product is: [Cl:15][C:16]1[CH:24]=[C:23]([F:25])[CH:22]=[CH:21][C:17]=1[C:18]([N:4]1[CH2:5][CH2:6][NH:1][C:2](=[O:7])[CH2:3]1)=[O:19]. (8) Given the reactants [CH3:1][O:2][C:3](=[O:19])[CH:4]([NH:8][C:9](=[O:18])[C:10]1[C:15]([Cl:16])=[CH:14][CH:13]=[CH:12][C:11]=1[Cl:17])[CH2:5][CH:6]=[CH2:7].I[C:21]1[CH:35]=[CH:34][C:24]([O:25][C:26]2[N:31]=[C:30]([CH3:32])[CH:29]=[C:28]([CH3:33])[N:27]=2)=[CH:23][CH:22]=1, predict the reaction product. The product is: [CH3:1][O:2][C:3](=[O:19])[CH:4]([NH:8][C:9](=[O:18])[C:10]1[C:11]([Cl:17])=[CH:12][CH:13]=[CH:14][C:15]=1[Cl:16])[CH2:5]/[CH:6]=[CH:7]/[C:21]1[CH:22]=[CH:23][C:24]([O:25][C:26]2[N:27]=[C:28]([CH3:33])[CH:29]=[C:30]([CH3:32])[N:31]=2)=[CH:34][CH:35]=1. (9) Given the reactants [CH2:1]([OH:4])[C:2]#[CH:3].[O:5]1[CH:10]=[CH:9][CH2:8][CH2:7][CH2:6]1, predict the reaction product. The product is: [CH2:1]([O:4][CH:6]1[CH2:7][CH2:8][CH2:9][CH2:10][O:5]1)[C:2]#[CH:3]. (10) Given the reactants [CH2:1]([N:8]1[CH2:13][CH2:12][C:11](=[N:14]O)[CH2:10][CH2:9]1)[C:2]1[CH:7]=[CH:6][CH:5]=[CH:4][CH:3]=1.[OH-].[Na+].C1(S(Cl)(=O)=[O:25])C=CC=CC=1, predict the reaction product. The product is: [CH2:1]([N:8]1[CH2:9][CH2:10][C:11](=[O:25])[NH:14][CH2:12][CH2:13]1)[C:2]1[CH:3]=[CH:4][CH:5]=[CH:6][CH:7]=1.